Dataset: Reaction yield outcomes from USPTO patents with 853,638 reactions. Task: Predict the reaction yield, written as a fraction of the theoretical maximum amount of product (1.0 means a 100% yield; for example, 0.34 means a 34% yield). The reactants are [OH:1][C:2]1([CH3:26])[CH2:7][CH2:6][N:5]([C@H:8]([C:20]2[CH:25]=[CH:24][CH:23]=[CH:22][CH:21]=2)[C:9]([O:11][C@H](C2C=CC=CC=2)C)=[O:10])[CH2:4][CH2:3]1.FC(F)(F)C(O)=O. The catalyst is ClCCl. The product is [OH:1][C:2]1([CH3:26])[CH2:3][CH2:4][N:5]([C@H:8]([C:20]2[CH:25]=[CH:24][CH:23]=[CH:22][CH:21]=2)[C:9]([OH:11])=[O:10])[CH2:6][CH2:7]1. The yield is 0.980.